From a dataset of CYP2C19 inhibition data for predicting drug metabolism from PubChem BioAssay. Regression/Classification. Given a drug SMILES string, predict its absorption, distribution, metabolism, or excretion properties. Task type varies by dataset: regression for continuous measurements (e.g., permeability, clearance, half-life) or binary classification for categorical outcomes (e.g., BBB penetration, CYP inhibition). Dataset: cyp2c19_veith. (1) The drug is Cc1cnc(CNc2ncnc3ccc(-c4ccc(N(C)C)cc4)cc23)cn1. The result is 1 (inhibitor). (2) The compound is CC(=O)N(CC(O)CN(C(C)=O)c1c(I)c(C(=O)NC[C@@H](O)CO)c(I)c(C(=O)NC[C@@H](O)CO)c1I)c1c(I)c(C(=O)NC[C@@H](O)CO)c(I)c(C(=O)NC[C@@H](O)CO)c1I. The result is 0 (non-inhibitor).